This data is from Catalyst prediction with 721,799 reactions and 888 catalyst types from USPTO. The task is: Predict which catalyst facilitates the given reaction. (1) The catalyst class is: 125. Reactant: O1CCCCC1[O:7][NH:8][C:9](=[O:37])[CH2:10][C@@:11]1([C:27]2[S:28][C:29]([C:32]3[O:33][CH:34]=[CH:35][CH:36]=3)=[CH:30][CH:31]=2)[S:17](=[O:19])(=[O:18])[CH2:16][CH2:15][N:14](C(OC(C)(C)C)=O)[CH2:13][CH2:12]1.[ClH:38]. Product: [ClH:38].[OH:7][NH:8][C:9](=[O:37])[CH2:10][C@@:11]1([C:27]2[S:28][C:29]([C:32]3[O:33][CH:34]=[CH:35][CH:36]=3)=[CH:30][CH:31]=2)[S:17](=[O:19])(=[O:18])[CH2:16][CH2:15][NH:14][CH2:13][CH2:12]1. (2) Reactant: [F:1][C:2]1[CH:7]=[CH:6][CH:5]=[C:4]([F:8])[C:3]=1[C:9]1[CH:10]=[C:11]2[C:15](=[CH:16][CH:17]=1)[NH:14][CH:13]=[C:12]2[C:18]1[N:23]=[C:22]([O:24][C@@H:25]2[CH2:30][CH2:29][CH2:28][N:27](C(OC(C)(C)C)=O)[CH2:26]2)[CH:21]=[N:20][CH:19]=1.C(O)(C(F)(F)F)=O. Product: [F:1][C:2]1[CH:7]=[CH:6][CH:5]=[C:4]([F:8])[C:3]=1[C:9]1[CH:10]=[C:11]2[C:15](=[CH:16][CH:17]=1)[NH:14][CH:13]=[C:12]2[C:18]1[CH:19]=[N:20][CH:21]=[C:22]([O:24][C@@H:25]2[CH2:30][CH2:29][CH2:28][NH:27][CH2:26]2)[N:23]=1. The catalyst class is: 2. (3) Reactant: [C:1]([O:5][C:6]1[CH:23]=[CH:22][CH:21]=[CH:20][C:7]=1[CH2:8][NH:9][CH2:10][CH2:11][NH:12][C:13](=[O:19])[O:14][C:15]([CH3:18])([CH3:17])[CH3:16])([CH3:4])([CH3:3])[CH3:2].[Br:24][CH2:25][CH2:26][CH2:27][CH2:28][CH2:29][CH2:30]Br.C([O-])([O-])=O.[K+].[K+]. Product: [Br:24][CH2:25][CH2:26][CH2:27][CH2:28][CH2:29][CH2:30][N:9]([CH2:8][C:7]1[CH:20]=[CH:21][CH:22]=[CH:23][C:6]=1[O:5][C:1]([CH3:2])([CH3:3])[CH3:4])[CH2:10][CH2:11][NH:12][C:13](=[O:19])[O:14][C:15]([CH3:16])([CH3:17])[CH3:18]. The catalyst class is: 23. (4) Reactant: CC(C)([O-])C.[Na+].[CH3:7][C:8]([C:10]1[CH:11]=[CH:12][C:13]([OH:16])=[CH:14][CH:15]=1)=[O:9].C([O:19][C:20](=O)[CH2:21][CH2:22][CH2:23][CH3:24])C.C(O)(=O)C. Product: [OH:16][C:13]1[CH:14]=[CH:15][C:10]([C:8](=[O:9])[CH2:7][C:20](=[O:19])[CH2:21][CH2:22][CH2:23][CH3:24])=[CH:11][CH:12]=1. The catalyst class is: 90. (5) Product: [NH:5]1[C:9]2[CH:10]=[CH:11][CH:12]=[CH:13][C:8]=2[N:7]=[C:6]1[CH:14]([NH2:25])[CH2:15][C:16]1[CH:21]=[CH:20][C:19]([O:22][CH3:23])=[C:18]([F:24])[CH:17]=1. Reactant: N#N.Cl.Cl.[NH:5]1[C:9]2[CH:10]=[CH:11][CH:12]=[CH:13][C:8]=2[N:7]=[C:6]1[CH:14]([NH2:25])[CH2:15][C:16]1[CH:21]=[CH:20][C:19]([O:22][CH3:23])=[C:18]([F:24])[CH:17]=1.[OH-].[Na+]. The catalyst class is: 2. (6) Reactant: [NH2:1][CH2:2][C:3]1[CH:10]=[CH:9][C:6]([C:7]#[N:8])=[CH:5][CH:4]=1.[C:11]1([CH2:17][C:18](O)=[O:19])[CH:16]=[CH:15][CH:14]=[CH:13][CH:12]=1.F[P-](F)(F)(F)(F)F.Br[P+](N1CCCC1)(N1CCCC1)N1CCCC1.CCN(C(C)C)C(C)C. Product: [C:7]([C:6]1[CH:9]=[CH:10][C:3]([CH2:2][NH:1][C:18](=[O:19])[CH2:17][C:11]2[CH:16]=[CH:15][CH:14]=[CH:13][CH:12]=2)=[CH:4][CH:5]=1)#[N:8]. The catalyst class is: 3.